This data is from Full USPTO retrosynthesis dataset with 1.9M reactions from patents (1976-2016). The task is: Predict the reactants needed to synthesize the given product. (1) Given the product [CH3:25][N:17]([CH2:16][C:4]1[S:5][C:6]([S:7]([C:10]2[CH:15]=[CH:14][CH:13]=[CH:12][CH:11]=2)(=[O:9])=[O:8])=[C:2]([C:31]2[N:27]([CH3:26])[N:28]=[CH:29][CH:30]=2)[CH:3]=1)[C:18](=[O:24])[O:19][C:20]([CH3:23])([CH3:22])[CH3:21], predict the reactants needed to synthesize it. The reactants are: Br[C:2]1[CH:3]=[C:4]([CH2:16][N:17]([CH3:25])[C:18](=[O:24])[O:19][C:20]([CH3:23])([CH3:22])[CH3:21])[S:5][C:6]=1[S:7]([C:10]1[CH:15]=[CH:14][CH:13]=[CH:12][CH:11]=1)(=[O:9])=[O:8].[CH3:26][N:27]1[C:31]([Sn](CCCC)(CCCC)CCCC)=[CH:30][CH:29]=[N:28]1. (2) Given the product [NH2:5][C:8]1[C:9]([CH2:2][CH3:1])=[C:10]2[C:14](=[CH:15][CH:16]=1)[NH:13][CH:12]=[CH:11]2, predict the reactants needed to synthesize it. The reactants are: [CH3:1][CH2:2][Mg+].[Br-].[N+:5]([C:8]1[CH:9]=[C:10]2[C:14](=[CH:15][CH:16]=1)[NH:13][CH:12]=[CH:11]2)([O-])=O. (3) Given the product [Br:26][C:7]1[N:8]([CH2:11][CH:12]2[CH2:17][CH2:16][O:15][CH2:14][CH2:13]2)[C:9]2[C:5]([N:6]=1)=[C:4]([NH2:18])[N:3]=[C:2]([Cl:1])[N:10]=2, predict the reactants needed to synthesize it. The reactants are: [Cl:1][C:2]1[N:10]=[C:9]2[C:5]([N:6]=[CH:7][N:8]2[CH2:11][CH:12]2[CH2:17][CH2:16][O:15][CH2:14][CH2:13]2)=[C:4]([NH2:18])[N:3]=1.C1C(=O)N([Br:26])C(=O)C1. (4) Given the product [CH:1]1([CH2:4][O:5][C:6]2[CH:14]=[CH:13][C:9]3[O:10][CH2:11][O:12][C:8]=3[C:7]=2[C:15]2[C:16]3[N:23]([CH2:24][O:25][CH2:26][CH2:27][Si:28]([CH3:30])([CH3:31])[CH3:29])[C:22]([CH3:32])=[C:21]([C:33]([NH:36][C@H:37]4[C@H:41]([OH:42])[CH2:40][N:39]([C:43]([O:45][C:46]([CH3:49])([CH3:48])[CH3:47])=[O:44])[CH2:38]4)=[O:34])[C:17]=3[N:18]=[CH:19][N:20]=2)[CH2:3][CH2:2]1, predict the reactants needed to synthesize it. The reactants are: [CH:1]1([CH2:4][O:5][C:6]2[CH:14]=[CH:13][C:9]3[O:10][CH2:11][O:12][C:8]=3[C:7]=2[C:15]2[C:16]3[N:23]([CH2:24][O:25][CH2:26][CH2:27][Si:28]([CH3:31])([CH3:30])[CH3:29])[C:22]([CH3:32])=[C:21]([C:33](O)=[O:34])[C:17]=3[N:18]=[CH:19][N:20]=2)[CH2:3][CH2:2]1.[NH2:36][C@H:37]1[C@H:41]([OH:42])[CH2:40][N:39]([C:43]([O:45][C:46]([CH3:49])([CH3:48])[CH3:47])=[O:44])[CH2:38]1. (5) Given the product [Cl:8][C:4]1[CH:3]=[C:2]([NH:1][N+:14]([O-:16])=[O:15])[CH:7]=[CH:6][N:5]=1, predict the reactants needed to synthesize it. The reactants are: [NH2:1][C:2]1[CH:7]=[CH:6][N:5]=[C:4]([Cl:8])[CH:3]=1.S(=O)(=O)(O)O.[N+:14]([O-])([OH:16])=[O:15]. (6) Given the product [C:22]([O:26][C:27]([N:29]1[CH2:34][CH2:33][CH:32]([CH2:35][CH:36]([OH:37])[CH2:20][C:19](=[O:21])[C:16]2[CH:17]=[CH:18][N:13]=[CH:14][CH:15]=2)[CH2:31][CH2:30]1)=[O:28])([CH3:25])([CH3:24])[CH3:23], predict the reactants needed to synthesize it. The reactants are: C(NC(C)C)(C)C.C([Li])CCC.[N:13]1[CH:18]=[CH:17][C:16]([C:19](=[O:21])[CH3:20])=[CH:15][CH:14]=1.[C:22]([O:26][C:27]([N:29]1[CH2:34][CH2:33][CH:32]([CH2:35][CH:36]=[O:37])[CH2:31][CH2:30]1)=[O:28])([CH3:25])([CH3:24])[CH3:23]. (7) Given the product [CH2:7]([N:14]1[CH:6]=[CH:5][N:16]=[N:15]1)[C:8]1[CH:13]=[CH:12][CH:11]=[CH:10][CH:9]=1, predict the reactants needed to synthesize it. The reactants are: C(O[CH:5]=[CH2:6])(=O)C.[CH2:7]([N:14]=[N+:15]=[N-:16])[C:8]1[CH:13]=[CH:12][CH:11]=[CH:10][CH:9]=1. (8) Given the product [CH3:26][S:25][C:4]1[N:3]2[CH:30]=[N:27][N:28]=[C:2]2[C:7]([C:8]2[CH:13]=[CH:12][CH:11]=[C:10]([C:14]([F:17])([F:16])[F:15])[CH:9]=2)=[C:6]([C:18]2[CH:23]=[CH:22][N:21]=[C:20]([Cl:24])[CH:19]=2)[N:5]=1, predict the reactants needed to synthesize it. The reactants are: Cl[C:2]1[C:7]([C:8]2[CH:13]=[CH:12][CH:11]=[C:10]([C:14]([F:17])([F:16])[F:15])[CH:9]=2)=[C:6]([C:18]2[CH:23]=[CH:22][N:21]=[C:20]([Cl:24])[CH:19]=2)[N:5]=[C:4]([S:25][CH3:26])[N:3]=1.[NH2:27][NH2:28].O.[CH3:30]CO. (9) Given the product [CH2:20]([O:22][C:23](=[O:50])[C:24]1[CH:29]=[C:28]([C:30]#[N:31])[C:27]([N:17]2[CH2:18][CH2:19][CH:14]([C:12](=[O:13])[NH:11][S:8]([CH2:1][C:2]3[CH:3]=[CH:4][CH:5]=[CH:6][CH:7]=3)(=[O:9])=[O:10])[CH2:15][CH2:16]2)=[N:26][C:25]=1[CH2:37][O:38][CH2:39][C:40]1[CH:45]=[CH:44][C:43]([O:46][CH3:47])=[C:42]([O:48][CH3:49])[CH:41]=1)[CH3:21], predict the reactants needed to synthesize it. The reactants are: [CH2:1]([S:8]([NH:11][C:12]([CH:14]1[CH2:19][CH2:18][NH:17][CH2:16][CH2:15]1)=[O:13])(=[O:10])=[O:9])[C:2]1[CH:7]=[CH:6][CH:5]=[CH:4][CH:3]=1.[CH2:20]([O:22][C:23](=[O:50])[C:24]1[CH:29]=[C:28]([C:30]#[N:31])[C:27](OS(C)(=O)=O)=[N:26][C:25]=1[CH2:37][O:38][CH2:39][C:40]1[CH:45]=[CH:44][C:43]([O:46][CH3:47])=[C:42]([O:48][CH3:49])[CH:41]=1)[CH3:21].Cl.